Dataset: Full USPTO retrosynthesis dataset with 1.9M reactions from patents (1976-2016). Task: Predict the reactants needed to synthesize the given product. (1) Given the product [ClH:34].[C:1]1([C:24]2[CH:25]=[CH:26][CH:27]=[CH:28][CH:29]=2)[CH:2]=[CH:3][C:4]([CH2:7][O:8][C:9]2[CH:18]=[C:17]3[C:12]([CH2:13][CH:14]([CH2:19][CH2:20][N:21]([CH3:23])[CH3:22])[CH2:15][N:16]3[S:31]([CH3:30])(=[O:33])=[O:32])=[CH:11][CH:10]=2)=[CH:5][CH:6]=1, predict the reactants needed to synthesize it. The reactants are: [C:1]1([C:24]2[CH:29]=[CH:28][CH:27]=[CH:26][CH:25]=2)[CH:6]=[CH:5][C:4]([CH2:7][O:8][C:9]2[CH:18]=[C:17]3[C:12]([CH2:13][CH:14]([CH2:19][CH2:20][N:21]([CH3:23])[CH3:22])[CH2:15][NH:16]3)=[CH:11][CH:10]=2)=[CH:3][CH:2]=1.[CH3:30][S:31]([Cl:34])(=[O:33])=[O:32]. (2) Given the product [CH3:1][C:2]1[CH:10]=[C:9]2[C:5]([CH:6]=[CH:7][N:8]2[S:19]([C:14]2[CH:15]=[CH:16][CH:17]=[CH:18][N:13]=2)(=[O:21])=[O:20])=[CH:4][CH:3]=1, predict the reactants needed to synthesize it. The reactants are: [CH3:1][C:2]1[CH:10]=[C:9]2[C:5]([CH:6]=[CH:7][NH:8]2)=[CH:4][CH:3]=1.[H-].[Na+].[N:13]1[CH:18]=[CH:17][CH:16]=[CH:15][C:14]=1[S:19](Cl)(=[O:21])=[O:20]. (3) Given the product [CH:1]([C:4]1[N:12]2[C:7]([C:8](=[O:26])[N:9]3[CH2:15][CH:14]([C:16]4[CH:21]=[CH:20][C:19]([O:22][CH2:23][S:24]([CH3:25])=[O:35])=[CH:18][CH:17]=4)[N:13]=[C:10]3[NH:11]2)=[CH:6][N:5]=1)([CH3:3])[CH3:2], predict the reactants needed to synthesize it. The reactants are: [CH:1]([C:4]1[N:12]2[C:7]([C:8](=[O:26])[N:9]3[CH2:15][CH:14]([C:16]4[CH:21]=[CH:20][C:19]([O:22][CH2:23][S:24][CH3:25])=[CH:18][CH:17]=4)[N:13]=[C:10]3[NH:11]2)=[CH:6][N:5]=1)([CH3:3])[CH3:2].C1C=C(Cl)C=C(C(OO)=[O:35])C=1. (4) Given the product [Cl:1][C:2]1[C:3]([CH3:39])=[N:4][O:5][C:6]=1[N:7]([CH2:33][O:34][CH2:35][CH2:36][O:37][CH3:38])[S:8]([C:11]1[C:19]2[C:14](=[N:15][CH:16]=[CH:17][CH:18]=2)[S:13][C:12]=1[C:20](=[O:32])[CH2:21][CH2:22][C:23]1[CH:28]=[CH:27][C:26]2[O:29][CH2:30][O:31][C:25]=2[CH:24]=1)(=[O:9])=[O:10], predict the reactants needed to synthesize it. The reactants are: [Cl:1][C:2]1[C:3]([CH3:39])=[N:4][O:5][C:6]=1[N:7]([CH2:33][O:34][CH2:35][CH2:36][O:37][CH3:38])[S:8]([C:11]1[C:19]2[C:14](=[N:15][CH:16]=[CH:17][CH:18]=2)[S:13][C:12]=1[CH:20]([OH:32])[CH2:21][CH2:22][C:23]1[CH:28]=[CH:27][C:26]2[O:29][CH2:30][O:31][C:25]=2[CH:24]=1)(=[O:10])=[O:9].C1C=C[NH+]=CC=1.[O-][Cr](Cl)(=O)=O. (5) Given the product [CH2:1]([O:3][C:4]([N:6]1[CH2:15][CH2:14][C:13]2[C:8](=[CH:9][C:10]([O:16][CH2:28][C:27]3[CH:30]=[CH:31][C:24]([Cl:23])=[CH:25][CH:26]=3)=[CH:11][CH:12]=2)[CH2:7]1)=[O:5])[CH3:2], predict the reactants needed to synthesize it. The reactants are: [CH2:1]([O:3][C:4]([N:6]1[CH2:15][CH2:14][C:13]2[C:8](=[CH:9][C:10]([OH:16])=[CH:11][CH:12]=2)[CH2:7]1)=[O:5])[CH3:2].C(=O)([O-])[O-].[K+].[K+].[Cl:23][C:24]1[CH:31]=[CH:30][C:27]([CH2:28]Br)=[CH:26][CH:25]=1. (6) Given the product [CH3:1][O:2][C:3]([C:5]1[CH:6]=[C:7]2[N:12]([C:13]=1[C:14](=[O:16])[CH3:15])[CH:11]=[CH:10][C:9]([CH2:17][N:18]1[CH:25]=[C:24]([C:23]([OH:28])([C:22]([F:30])([F:29])[F:21])[CH2:26][CH3:27])[N:20]=[N:19]1)=[CH:8]2)=[O:4], predict the reactants needed to synthesize it. The reactants are: [CH3:1][O:2][C:3]([C:5]1[CH:6]=[C:7]2[N:12]([C:13]=1[C:14](=[O:16])[CH3:15])[CH:11]=[CH:10][C:9]([CH2:17][N:18]=[N+:19]=[N-:20])=[CH:8]2)=[O:4].[F:21][C:22]([F:30])([F:29])[C:23]([OH:28])([CH2:26][CH3:27])[C:24]#[CH:25]. (7) Given the product [Cl:1][C:2]1[C:3]([C:4]([N:17]2[CH2:18][CH2:19][CH2:20][C@H:16]2[CH2:15][O:14][C:13]2[C:21]([Cl:26])=[CH:22][C:23]([Cl:25])=[CH:24][C:12]=2[Cl:11])=[O:5])=[CH:7][CH:8]=[CH:9][N:10]=1, predict the reactants needed to synthesize it. The reactants are: [Cl:1][C:2]1[N:10]=[CH:9][CH:8]=[CH:7][C:3]=1[C:4](Cl)=[O:5].[Cl:11][C:12]1[CH:24]=[C:23]([Cl:25])[CH:22]=[C:21]([Cl:26])[C:13]=1[O:14][CH2:15][C@@H:16]1[CH2:20][CH2:19][CH2:18][NH:17]1.C(N(CC)CC)C.